From a dataset of Reaction yield outcomes from USPTO patents with 853,638 reactions. Predict the reaction yield, written as a fraction of the theoretical maximum amount of product (1.0 means a 100% yield; for example, 0.34 means a 34% yield). (1) The reactants are Cl[C:2]1[C:7]([C:8]([O:10][CH2:11][CH3:12])=[O:9])=[C:6]([CH3:13])[N:5]=[C:4]2[S:14][C:15]3[CH2:20][CH2:19][CH2:18][CH2:17][C:16]=3[C:3]=12.Cl.O1CCOCC1.[I-:28].[Na+]. The catalyst is O1CCCC1. The product is [I:28][C:2]1[C:7]([C:8]([O:10][CH2:11][CH3:12])=[O:9])=[C:6]([CH3:13])[N:5]=[C:4]2[S:14][C:15]3[CH2:20][CH2:19][CH2:18][CH2:17][C:16]=3[C:3]=12. The yield is 0.710. (2) The reactants are [C:1]([C:5]1[S:9][C:8]([NH2:10])=[C:7]([C:11]([O:13][CH3:14])=[O:12])[CH:6]=1)([CH3:4])([CH3:3])[CH3:2].C[OH:16].[OH-].[K+]. The catalyst is O. The product is [C:1]([C:5]1[S:9][C:8]2[NH:10][C:14](=[O:16])[O:13][C:11](=[O:12])[C:7]=2[CH:6]=1)([CH3:4])([CH3:2])[CH3:3]. The yield is 0.960. (3) The reactants are [NH2:1][C:2]1[CH:25]=[CH:24][C:5]([O:6][C:7]2[C:16]3[C:11](=[CH:12][C:13]([O:19][CH2:20]COC)=[C:14]([C:17]#[N:18])[CH:15]=3)[N:10]=[CH:9][CH:8]=2)=[CH:4][CH:3]=1.C1(C)C=CC=CC=1.[F:33][C:34]1[CH:39]=[CH:38][C:37]([N:40]=[C:41]=[O:42])=[CH:36][CH:35]=1. The catalyst is C(#N)C. The product is [C:17]([C:14]1[CH:15]=[C:16]2[C:11](=[CH:12][C:13]=1[O:19][CH3:20])[N:10]=[CH:9][CH:8]=[C:7]2[O:6][C:5]1[CH:24]=[CH:25][C:2]([NH:1][C:41]([NH:40][C:37]2[CH:38]=[CH:39][C:34]([F:33])=[CH:35][CH:36]=2)=[O:42])=[CH:3][CH:4]=1)#[N:18]. The yield is 0.680. (4) The reactants are [CH3:1][S:2]([NH:5][C:6]1[CH:21]=[CH:20][C:9]2[NH:10][C:11]([CH2:16][C:17]([OH:19])=O)=[N:12][S:13](=[O:15])(=[O:14])[C:8]=2[CH:7]=1)(=[O:4])=[O:3].Cl.CN(C)CCCN=C=NCC.CN1CCOCC1.C([O:43][C:44]([C@H:46]1[C@@H:51]([NH:52][CH2:53][CH:54]([CH3:56])[CH3:55])[C@H:50]2[CH2:57][C@@H:47]1[CH2:48][CH2:49]2)=O)C.[O-]CC.[Na+].C(O)C. The catalyst is CN(C)C=O. The product is [OH:43][C:44]1[C@H:46]2[C@H:51]([C@H:50]3[CH2:57][C@@H:47]2[CH2:48][CH2:49]3)[N:52]([CH2:53][CH:54]([CH3:56])[CH3:55])[C:17](=[O:19])[C:16]=1[C:11]1[NH:10][C:9]2[CH:20]=[CH:21][C:6]([NH:5][S:2]([CH3:1])(=[O:3])=[O:4])=[CH:7][C:8]=2[S:13](=[O:15])(=[O:14])[N:12]=1. The yield is 0.200. (5) The catalyst is CN(C=O)C. The yield is 0.660. The product is [CH2:15]([NH:19][C:4]1[C:5]([N+:8]([O-:10])=[O:9])=[CH:6][CH:7]=[C:2]([F:1])[C:3]=1[CH:12]=[CH2:13])[CH2:16][CH:17]=[CH2:18]. The reactants are [F:1][C:2]1[CH:7]=[CH:6][C:5]([N+:8]([O-:10])=[O:9])=[C:4](F)[C:3]=1[CH:12]=[CH2:13].Cl.[CH2:15]([NH2:19])[CH2:16][CH:17]=[CH2:18].C(=O)([O-])[O-].[K+].[K+]. (6) The reactants are [OH:1][C@@H:2]([C:23]1[CH:28]=[CH:27][CH:26]=[CH:25][CH:24]=1)[CH2:3][CH2:4][N:5]1[CH2:10][CH2:9][CH:8]([C:11]2[CH:12]=[C:13]([NH:17][C:18](=[O:22])[CH:19]([CH3:21])[CH3:20])[CH:14]=[CH:15][CH:16]=2)[CH2:7][CH2:6]1.[C:29]1(O)[CH:34]=[CH:33][CH:32]=[CH:31][CH:30]=1.C1(P(C2C=CC=CC=2)C2C=CC=CC=2)C=CC=CC=1.N(C(OCC)=O)=NC(OCC)=O.N. The catalyst is C1COCC1.C(Cl)(Cl)Cl. The product is [CH3:20][CH:19]([CH3:21])[C:18]([NH:17][C:13]1[CH:14]=[CH:15][CH:16]=[C:11]([CH:8]2[CH2:9][CH2:10][N:5]([CH2:4][CH2:3][C@H:2]([O:1][C:29]3[CH:34]=[CH:33][CH:32]=[CH:31][CH:30]=3)[C:23]3[CH:24]=[CH:25][CH:26]=[CH:27][CH:28]=3)[CH2:6][CH2:7]2)[CH:12]=1)=[O:22]. The yield is 0.236.